Dataset: CYP2C19 inhibition data for predicting drug metabolism from PubChem BioAssay. Task: Regression/Classification. Given a drug SMILES string, predict its absorption, distribution, metabolism, or excretion properties. Task type varies by dataset: regression for continuous measurements (e.g., permeability, clearance, half-life) or binary classification for categorical outcomes (e.g., BBB penetration, CYP inhibition). Dataset: cyp2c19_veith. (1) The compound is O=C(Nc1ccccc1)N1CCCC2(CCN(C(=O)c3cc(C(F)(F)F)cc(C(F)(F)F)c3)CC2)C1. The result is 0 (non-inhibitor). (2) The compound is CC(C)=CCC/C(C)=C/CO. The result is 0 (non-inhibitor). (3) The molecule is Cc1cccc(C)c1NC(=O)N1CCC(N2CCCCC2)CC1. The result is 0 (non-inhibitor). (4) The drug is Oc1cc2c(cc1O)CN(C(=S)NCCc1ccc(Cl)cc1)CCC2. The result is 1 (inhibitor). (5) The compound is O=C(O)[C@@H](Cc1c[nH]c2ccccc12)C(=O)NO. The result is 0 (non-inhibitor). (6) The compound is COc1ccc2c(c1)CN([C@H](C)[C@@H]1CC[C@@H]3[C@H]4CC[C@H]5C[C@@H](O)CC[C@@]5(C)[C@H]4CC[C@]31C)CO2. The result is 1 (inhibitor). (7) The result is 0 (non-inhibitor). The molecule is CCN(CC)CCOc1ccc2c(c1)C(=NO)c1cc(OCCN(CC)CC)ccc1-2.Cl. (8) The molecule is O=C(O)c1cccc(N2CCCC2=O)c1. The result is 1 (inhibitor).